Predict which catalyst facilitates the given reaction. From a dataset of Catalyst prediction with 721,799 reactions and 888 catalyst types from USPTO. (1) Reactant: [CH:1]1([C:4]2[N:9]=[C:8]([C:10](=[N:12][OH:13])[NH2:11])[CH:7]=[C:6]([C:14]3[CH:19]=[CH:18][CH:17]=[CH:16][CH:15]=3)[N:5]=2)[CH2:3][CH2:2]1.[C:20](N1C=CN=C1)(N1C=CN=C1)=[O:21].N12CCCN=C1CCCCC2.Cl. Product: [CH:1]1([C:4]2[N:9]=[C:8]([C:10]3[NH:12][O:13][C:20](=[O:21])[N:11]=3)[CH:7]=[C:6]([C:14]3[CH:19]=[CH:18][CH:17]=[CH:16][CH:15]=3)[N:5]=2)[CH2:2][CH2:3]1. The catalyst class is: 132. (2) Reactant: [C:1]([N:11]([CH2:13][C:14]([OH:16])=[O:15])[CH3:12])([O:3][CH2:4][C:5]1[CH:10]=[CH:9][CH:8]=[CH:7][CH:6]=1)=[O:2].[CH3:17][C:18]([C:21]1[CH:22]=[C:23]([C:32](=[O:35])[CH2:33]Br)[CH:24]=[C:25]([C:28]([CH3:31])([CH3:30])[CH3:29])[C:26]=1[OH:27])([CH3:20])[CH3:19].C(=O)([O-])[O-].[Cs+].[Cs+]. Product: [CH3:12][N:11]([C:1]([O:3][CH2:4][C:5]1[CH:10]=[CH:9][CH:8]=[CH:7][CH:6]=1)=[O:2])[CH2:13][C:14]([O:16][CH2:33][C:32]([C:23]1[CH:24]=[C:25]([C:28]([CH3:30])([CH3:29])[CH3:31])[C:26]([OH:27])=[C:21]([C:18]([CH3:20])([CH3:19])[CH3:17])[CH:22]=1)=[O:35])=[O:15]. The catalyst class is: 3. (3) Reactant: [C:1]([O:5][C:6]([N:8]1[CH2:11][CH:10]([C:12]([OH:14])=O)[CH2:9]1)=[O:7])([CH3:4])([CH3:3])[CH3:2].C(Cl)CCl.C1C=CC2N(O)N=NC=2C=1.CCN(CC)CC.[Cl:36][C:37]1[CH:38]=[C:39]([CH:44]2[CH2:48][NH:47][CH2:46][CH:45]2[CH:49]([O:51][C:52]2[CH:59]=[CH:58][C:55]([C:56]#[N:57])=[CH:54][N:53]=2)[CH3:50])[CH:40]=[CH:41][C:42]=1[Cl:43]. Product: [C:1]([O:5][C:6]([N:8]1[CH2:9][CH:10]([C:12]([N:47]2[CH2:48][C@H:44]([C:39]3[CH:40]=[CH:41][C:42]([Cl:43])=[C:37]([Cl:36])[CH:38]=3)[C@@H:45]([C@@H:49]([O:51][C:52]3[CH:59]=[CH:58][C:55]([C:56]#[N:57])=[CH:54][N:53]=3)[CH3:50])[CH2:46]2)=[O:14])[CH2:11]1)=[O:7])([CH3:2])([CH3:3])[CH3:4]. The catalyst class is: 2. (4) Reactant: Cl[C:2]1[CH:7]=[C:6]([Cl:8])[N:5]=[CH:4][N:3]=1.C(=O)([O-])[O-].Cl.[CH3:14][C@H:15]1[CH2:21][CH2:20][CH2:19][C@@H:18]([CH3:22])[CH2:17][NH:16]1.[Cl-].[NH4+]. Product: [Cl:8][C:6]1[N:5]=[CH:4][N:3]=[C:2]([N:16]2[CH2:17][C@H:18]([CH3:22])[CH2:19][CH2:20][CH2:21][C@@H:15]2[CH3:14])[CH:7]=1. The catalyst class is: 10. (5) Reactant: [F:1][C:2]1[CH:7]=[CH:6][C:5]([S:8]([N:11]([CH3:17])[C:12](=[CH2:16])[C:13]([OH:15])=O)(=[O:10])=[O:9])=[CH:4][CH:3]=1.CCOC(OC(OCC)=O)=O.[F:29][C:30]([F:47])([F:46])[O:31][C:32]1[CH:37]=[CH:36][C:35]([C:38]2[CH:43]=[C:42]([CH2:44][NH2:45])[CH:41]=[CH:40][N:39]=2)=[CH:34][CH:33]=1. Product: [F:1][C:2]1[CH:3]=[CH:4][C:5]([S:8]([N:11]([CH3:17])[C:12](=[CH2:16])[C:13]([NH:45][CH2:44][C:42]2[CH:41]=[CH:40][N:39]=[C:38]([C:35]3[CH:34]=[CH:33][C:32]([O:31][C:30]([F:47])([F:29])[F:46])=[CH:37][CH:36]=3)[CH:43]=2)=[O:15])(=[O:9])=[O:10])=[CH:6][CH:7]=1. The catalyst class is: 1.